Dataset: Forward reaction prediction with 1.9M reactions from USPTO patents (1976-2016). Task: Predict the product of the given reaction. Given the reactants [CH3:1][C:2]1[CH:3]=[CH:4][C:5]([CH2:8][C:9]2[CH:14]=[CH:13][C:12]([O:15][C:16]([N:18]3[CH2:23][CH2:22][CH:21]([OH:24])[CH2:20][CH2:19]3)=[O:17])=[CH:11][CH:10]=2)=[N:6][CH:7]=1.[CH2:25]([O:28][C:29](=[O:38])[CH2:30][C:31]1[CH:36]=[CH:35][C:34](O)=[CH:33][CH:32]=1)[CH:26]=[CH2:27], predict the reaction product. The product is: [CH3:1][C:2]1[CH:3]=[CH:4][C:5]([CH2:8][C:9]2[CH:10]=[CH:11][C:12]([O:15][C:16]([N:18]3[CH2:23][CH2:22][CH:21]([O:24][C:34]4[CH:35]=[CH:36][C:31]([CH2:30][C:29]([O:28][CH2:25][CH:26]=[CH2:27])=[O:38])=[CH:32][CH:33]=4)[CH2:20][CH2:19]3)=[O:17])=[CH:13][CH:14]=2)=[N:6][CH:7]=1.